Predict the reaction yield, written as a fraction of the theoretical maximum amount of product (1.0 means a 100% yield; for example, 0.34 means a 34% yield). From a dataset of Reaction yield outcomes from USPTO patents with 853,638 reactions. (1) The reactants are C[O:2][C:3](=[O:37])[C@H:4]([CH2:17][C:18]1[CH:23]=[CH:22][C:21]([C:24]2[C:25](=[O:36])[N:26]([CH3:35])[C:27]([CH3:34])=[CH:28][C:29]=2[C:30]([F:33])([F:32])[F:31])=[CH:20][CH:19]=1)[NH:5][C:6]([C:8]1[C:13]([CH3:14])=[CH:12][CH:11]=[CH:10][C:9]=1[CH2:15][CH3:16])=[O:7].[OH-].[Na+]. The catalyst is C(O)C. The product is [CH2:15]([C:9]1[CH:10]=[CH:11][CH:12]=[C:13]([CH3:14])[C:8]=1[C:6]([NH:5][C@H:4]([C:3]([OH:37])=[O:2])[CH2:17][C:18]1[CH:23]=[CH:22][C:21]([C:24]2[C:25](=[O:36])[N:26]([CH3:35])[C:27]([CH3:34])=[CH:28][C:29]=2[C:30]([F:32])([F:33])[F:31])=[CH:20][CH:19]=1)=[O:7])[CH3:16]. The yield is 0.950. (2) The yield is 0.870. The product is [N:15]1[C:16]2[C:17](=[N:18][CH:19]=[CH:20][CH:21]=2)[NH:22][C:14]=1[CH2:13][NH:11][C:8]12[CH2:10][CH:4]3[CH2:5][CH:6]([CH2:1][CH:2]([CH2:3]3)[CH2:9]1)[CH2:7]2. The reactants are [CH2:1]1[CH:6]2[CH2:7][C:8]3([NH2:11])[CH2:10][CH:4]([CH2:5]2)[CH2:3][CH:2]1[CH2:9]3.Cl[CH2:13][C:14]1[NH:22][C:17]2=[N:18][CH:19]=[CH:20][CH:21]=[C:16]2[N:15]=1. No catalyst specified.